Dataset: Catalyst prediction with 721,799 reactions and 888 catalyst types from USPTO. Task: Predict which catalyst facilitates the given reaction. (1) Reactant: [S:1]1[C:5]2[CH2:6][CH2:7][CH2:8][CH2:9][C:4]=2[CH:3]=[C:2]1[NH:10][C:11]([C:13]1[CH2:17][CH2:16][CH2:15][C:14]=1[C:18]([O:20][CH3:21])=[O:19])=[O:12].[I:22]I.C([O-])(O)=O.[Na+].CCOC(C)=O. Product: [I:22][C:3]1[C:4]2[CH2:9][CH2:8][CH2:7][CH2:6][C:5]=2[S:1][C:2]=1[NH:10][C:11]([C:13]1[CH2:17][CH2:16][CH2:15][C:14]=1[C:18]([O:20][CH3:21])=[O:19])=[O:12]. The catalyst class is: 1. (2) Reactant: CC1C=C2C(N=CC=C2)=C2C=1C=CC=N2.C([O-])([O-])=O.[Cs+].[Cs+].I[C:23]1[CH:24]=[C:25]([CH:28]=[CH:29][CH:30]=1)[C:26]#[N:27].[CH2:31]([OH:35])[CH2:32][CH2:33][CH3:34]. Product: [CH2:31]([O:35][C:23]1[CH:24]=[C:25]([CH:28]=[CH:29][CH:30]=1)[C:26]#[N:27])[CH2:32][CH2:33][CH3:34]. The catalyst class is: 509.